From a dataset of Forward reaction prediction with 1.9M reactions from USPTO patents (1976-2016). Predict the product of the given reaction. (1) Given the reactants Br[C:2]1[C:3](=[O:19])[C:4]([O:17][CH3:18])=[C:5]2[C:13](=[O:14])[N:12]([CH2:15][CH3:16])[CH2:11][CH:7]3[CH2:8][CH2:9][C:10]=1[N:6]23.CCN(C(C)C)C(C)C.[F:29][C:30]1[CH:35]=[C:34]([F:36])[CH:33]=[CH:32][C:31]=1[CH2:37][NH2:38].CS(C)=O.[CH3:43][OH:44], predict the reaction product. The product is: [F:29][C:30]1[CH:35]=[C:34]([F:36])[CH:33]=[CH:32][C:31]=1[CH2:37][NH:38][C:43]([C:2]1[C:3](=[O:19])[C:4]([O:17][CH3:18])=[C:5]2[C:13](=[O:14])[N:12]([CH2:15][CH3:16])[CH2:11][CH:7]3[CH2:8][CH2:9][C:10]=1[N:6]23)=[O:44]. (2) Given the reactants Br[C:2]1[CH:20]=[CH:19][C:5]2[N:6]=[C:7]([C@H:9]3[CH2:12][C@H:11]([N:13]4[CH2:17][CH2:16][CH2:15][C@H:14]4[CH3:18])[CH2:10]3)[S:8][C:4]=2[CH:3]=1.[CH3:21][O:22][C:23]1[N:28]=[CH:27][C:26](B(O)O)=[CH:25][N:24]=1.N1C=C(B(O)O)C=NC=1, predict the reaction product. The product is: [CH3:21][O:22][C:23]1[N:28]=[CH:27][C:26]([C:2]2[CH:20]=[CH:19][C:5]3[N:6]=[C:7]([C@H:9]4[CH2:12][C@@H:11]([N:13]5[CH2:14][CH2:18][CH2:15][CH2:16][CH2:17]5)[CH2:10]4)[S:8][C:4]=3[CH:3]=2)=[CH:25][N:24]=1. (3) Given the reactants Br[C:2]1[N:6]([CH2:7][C:8]([O:10][CH3:11])=[O:9])[C:5]2[CH:12]=[C:13]([C:15]([O:17][CH3:18])=[O:16])[S:14][C:4]=2[C:3]=1[CH:19]1[CH2:24][CH2:23][CH2:22][CH2:21][CH:20]1[F:25].[CH:26]([C:28]1[CH:33]=[CH:32][CH:31]=[CH:30][C:29]=1B(O)O)=[O:27].C([O-])([O-])=O.[Na+].[Na+], predict the reaction product. The product is: [F:25][CH:20]1[CH2:21][CH2:22][CH2:23][CH2:24][CH:19]1[C:3]1[C:4]2[S:14][C:13]([C:15]([O:17][CH3:18])=[O:16])=[CH:12][C:5]=2[N:6]([CH2:7][C:8]([O:10][CH3:11])=[O:9])[C:2]=1[C:29]1[CH:30]=[CH:31][CH:32]=[CH:33][C:28]=1[CH:26]=[O:27]. (4) Given the reactants [Cl:1][C:2]1[C:3]([C:8]2[S:9][CH:10]=[CH:11][N:12]=2)=[C:4]([NH2:7])[S:5][CH:6]=1.[O:13]=[C:14]1[CH2:23][CH2:22][C:21]2[C:16](=[CH:17][CH:18]=[CH:19][N:20]=2)[N:15]1[CH2:24][C:25](O)=[O:26], predict the reaction product. The product is: [Cl:1][C:2]1[C:3]([C:8]2[S:9][CH:10]=[CH:11][N:12]=2)=[C:4]([NH:7][C:25](=[O:26])[CH2:24][N:15]2[C:16]3[C:21](=[N:20][CH:19]=[CH:18][CH:17]=3)[CH2:22][CH2:23][C:14]2=[O:13])[S:5][CH:6]=1.